This data is from Catalyst prediction with 721,799 reactions and 888 catalyst types from USPTO. The task is: Predict which catalyst facilitates the given reaction. (1) Reactant: [N+:1]([O-:4])(O)=[O:2].[Cl:5][C:6]1[CH:11]=[C:10]([F:12])[CH:9]=[CH:8][C:7]=1[N:13]1[C:17](=[O:18])[N:16]([CH3:19])[N:15]=[N:14]1. Product: [Cl:5][C:6]1[CH:11]=[C:10]([F:12])[C:9]([N+:1]([O-:4])=[O:2])=[CH:8][C:7]=1[N:13]1[C:17](=[O:18])[N:16]([CH3:19])[N:15]=[N:14]1. The catalyst class is: 82. (2) Reactant: [CH3:1][O:2][C:3](=[O:36])[C:4]1[CH:9]=[C:8]([N+:10]([O-])=O)[C:7]([C:13]2[CH:14]=[C:15]3[C:20](=[CH:21][CH:22]=2)[N:19]=[C:18]([C:23]2[S:27][C:26]([CH3:28])=[N:25][C:24]=2[CH3:29])[CH:17]=[CH:16]3)=[C:6]([CH:30]2[CH2:35][CH2:34][CH2:33][CH2:32][CH2:31]2)[CH:5]=1. Product: [CH3:1][O:2][C:3](=[O:36])[C:4]1[CH:5]=[C:6]([CH:30]2[CH2:35][CH2:34][CH2:33][CH2:32][CH2:31]2)[C:7]([C:13]2[CH:14]=[C:15]3[C:20](=[CH:21][CH:22]=2)[N:19]=[C:18]([C:23]2[S:27][C:26]([CH3:28])=[N:25][C:24]=2[CH3:29])[CH:17]=[CH:16]3)=[C:8]([NH2:10])[CH:9]=1. The catalyst class is: 582.